Task: Predict the reactants needed to synthesize the given product.. Dataset: Full USPTO retrosynthesis dataset with 1.9M reactions from patents (1976-2016) (1) The reactants are: [BH4-].[Li+].[NH:3]1[C:11]2[C:6](=[CH:7][C:8]([C:12]([NH:14][CH:15]3[CH2:20][CH2:19][CH:18]([C:21](OC)=[O:22])[CH2:17][CH2:16]3)=[O:13])=[CH:9][CH:10]=2)[CH:5]=[N:4]1.[OH-].[Na+]. Given the product [OH:22][CH2:21][CH:18]1[CH2:19][CH2:20][CH:15]([NH:14][C:12]([C:8]2[CH:7]=[C:6]3[C:11](=[CH:10][CH:9]=2)[NH:3][N:4]=[CH:5]3)=[O:13])[CH2:16][CH2:17]1, predict the reactants needed to synthesize it. (2) The reactants are: C(OC([N:8]1[CH2:11][C:10]([CH2:14][CH3:15])([O:12][CH3:13])[CH2:9]1)=O)(C)(C)C.[ClH:16].O1CCOCC1. Given the product [ClH:16].[CH2:14]([C:10]1([O:12][CH3:13])[CH2:11][NH:8][CH2:9]1)[CH3:15], predict the reactants needed to synthesize it. (3) The reactants are: [Cl:1][C:2]1[CH:9]=[C:8]([OH:10])[CH:7]=[CH:6][C:3]=1[CH:4]=O.S([O-])([O-])(=O)=O.[Mg+2].Cl.[NH2:18][CH2:19][C:20]([O:22][C:23]([CH3:26])([CH3:25])[CH3:24])=[O:21]. Given the product [Cl:1][C:2]1[CH:9]=[C:8]([OH:10])[CH:7]=[CH:6][C:3]=1[CH2:4][NH:18][CH2:19][C:20]([O:22][C:23]([CH3:26])([CH3:25])[CH3:24])=[O:21], predict the reactants needed to synthesize it.